The task is: Predict the reactants needed to synthesize the given product.. This data is from Full USPTO retrosynthesis dataset with 1.9M reactions from patents (1976-2016). (1) The reactants are: [C:1]([CH2:9][C:10]([O:12]CC)=O)(=O)[C:2]1[CH:7]=[CH:6][N:5]=[CH:4][CH:3]=1.[CH3:15][NH:16][C:17]([NH2:19])=[S:18].C1CCN2C(=NCCC2)CC1.CS(O)(=O)=O. Given the product [SH:18][C:17]1[N:16]([CH3:15])[C:10](=[O:12])[CH:9]=[C:1]([C:2]2[CH:7]=[CH:6][N:5]=[CH:4][CH:3]=2)[N:19]=1, predict the reactants needed to synthesize it. (2) Given the product [CH3:1][O:2][C:3]1[CH:4]=[C:5]2[C:10](=[CH:11][C:12]=1[O:13][CH3:14])[N:9]=[CH:8][CH:7]=[C:6]2[O:15][C:16]1[CH:22]=[CH:21][C:19]([NH:20][C:38]([NH:53][C@H:51]([C:47]2[S:46][CH:50]=[CH:49][N:48]=2)[CH3:52])=[O:44])=[C:18]([C:23]([F:25])([F:26])[F:24])[CH:17]=1, predict the reactants needed to synthesize it. The reactants are: [CH3:1][O:2][C:3]1[CH:4]=[C:5]2[C:10](=[CH:11][C:12]=1[O:13][CH3:14])[N:9]=[CH:8][CH:7]=[C:6]2[O:15][C:16]1[CH:22]=[CH:21][C:19]([NH2:20])=[C:18]([C:23]([F:26])([F:25])[F:24])[CH:17]=1.C(N(CC)CC)C.ClC(Cl)(O[C:38](=[O:44])OC(Cl)(Cl)Cl)Cl.[S:46]1[CH:50]=[CH:49][N:48]=[C:47]1[C@@H:51]([NH2:53])[CH3:52]. (3) Given the product [CH:1]1([NH:4][C:5]([NH:14][NH:13][C:11](=[O:12])[C:10]2[CH:15]=[CH:16][CH:17]=[CH:18][C:9]=2[O:8][CH3:7])=[O:6])[CH2:3][CH2:2]1, predict the reactants needed to synthesize it. The reactants are: [CH:1]1([N:4]=[C:5]=[O:6])[CH2:3][CH2:2]1.[CH3:7][O:8][C:9]1[CH:18]=[CH:17][CH:16]=[CH:15][C:10]=1[C:11]([NH:13][NH2:14])=[O:12]. (4) The reactants are: Cl[C:2]1[N:7]=[C:6]([C:8]2[CH:9]=[C:10]([CH2:14][N:15]3[CH2:20][CH2:19][N:18](C(OC(C)(C)C)=O)[CH2:17][C@@H:16]3[CH3:28])[CH:11]=[N:12][CH:13]=2)[CH:5]=[CH:4][N:3]=1.[F:29][C:30]1[CH:31]=[C:32]([CH2:36][CH2:37][NH2:38])[CH:33]=[CH:34][CH:35]=1. Given the product [F:29][C:30]1[CH:31]=[C:32]([CH:33]=[CH:34][CH:35]=1)[CH2:36][CH2:37][NH:38][C:2]1[N:7]=[C:6]([C:8]2[CH:13]=[N:12][CH:11]=[C:10]([CH2:14][N:15]3[CH2:20][CH2:19][NH:18][CH2:17][C@@H:16]3[CH3:28])[CH:9]=2)[CH:5]=[CH:4][N:3]=1, predict the reactants needed to synthesize it.